The task is: Regression/Classification. Given a drug SMILES string, predict its absorption, distribution, metabolism, or excretion properties. Task type varies by dataset: regression for continuous measurements (e.g., permeability, clearance, half-life) or binary classification for categorical outcomes (e.g., BBB penetration, CYP inhibition). Dataset: cyp3a4_veith.. This data is from CYP3A4 inhibition data for predicting drug metabolism from PubChem BioAssay. The molecule is COc1ccccc1N1CCN(C[C@@H](C(=O)NC(C)(C)C)c2ccccc2)CC1. The result is 1 (inhibitor).